From a dataset of Full USPTO retrosynthesis dataset with 1.9M reactions from patents (1976-2016). Predict the reactants needed to synthesize the given product. (1) Given the product [N:39]1([C:36]2[CH:35]=[CH:34][C:33]([NH:32][CH:2]=[C:3]3[C:11]4[C:6](=[CH:7][C:8]([C:12]([C:14]5[CH:15]=[C:16]([NH:20][C:21]([C:23]6[N:24]([CH2:29][CH3:30])[N:25]=[C:26]([CH3:28])[CH:27]=6)=[O:22])[CH:17]=[CH:18][CH:19]=5)=[O:13])=[CH:9][CH:10]=4)[NH:5][C:4]3=[O:31])=[CH:38][CH:37]=2)[CH2:44][CH2:43][O:42][CH2:41][CH2:40]1, predict the reactants needed to synthesize it. The reactants are: O[CH:2]=[C:3]1[C:11]2[C:6](=[CH:7][C:8]([C:12]([C:14]3[CH:15]=[C:16]([NH:20][C:21]([C:23]4[N:24]([CH2:29][CH3:30])[N:25]=[C:26]([CH3:28])[CH:27]=4)=[O:22])[CH:17]=[CH:18][CH:19]=3)=[O:13])=[CH:9][CH:10]=2)[NH:5][C:4]1=[O:31].[NH2:32][C:33]1[CH:38]=[CH:37][C:36]([N:39]2[CH2:44][CH2:43][O:42][CH2:41][CH2:40]2)=[CH:35][CH:34]=1. (2) Given the product [C:1]([C@H:5]1[CH2:10][CH2:9][C@H:8]([O:11][C:12]2[CH:21]=[CH:20][C:19]3[C:14](=[CH:15][CH:16]=[C:17]([CH2:22][N:24]4[CH2:29][CH2:28][CH:27]([C:30]([OH:32])=[O:31])[CH2:26][CH2:25]4)[CH:18]=3)[N:13]=2)[CH2:7][CH2:6]1)([CH3:4])([CH3:3])[CH3:2], predict the reactants needed to synthesize it. The reactants are: [C:1]([CH:5]1[CH2:10][CH2:9][CH:8]([O:11][C:12]2[CH:21]=[CH:20][C:19]3[C:14](=[CH:15][CH:16]=[C:17]([CH:22]=O)[CH:18]=3)[N:13]=2)[CH2:7][CH2:6]1)([CH3:4])([CH3:3])[CH3:2].[NH:24]1[CH2:29][CH2:28][CH:27]([C:30]([OH:32])=[O:31])[CH2:26][CH2:25]1.C(O)C.C([BH3-])#N.[Na+].C(O)(=O)CC(CC(O)=O)(C(O)=O)O. (3) Given the product [CH2:1]=[O:2].[N:3]1[C:10]([NH2:11])=[N:9][C:7]([NH2:8])=[N:6][C:4]=1[NH2:5], predict the reactants needed to synthesize it. The reactants are: [CH2:1]=[O:2].[N:3]1[C:10]([NH2:11])=[N:9][C:7]([NH2:8])=[N:6][C:4]=1[NH2:5]. (4) Given the product [CH3:14][N:2]([CH3:1])[CH2:3][CH2:4][CH:5]([C:7]1[CH:8]=[CH:9][C:10]([CH3:13])=[CH:11][CH:12]=1)[OH:6], predict the reactants needed to synthesize it. The reactants are: [CH3:1][N:2]([CH3:14])[CH2:3][CH2:4][C:5]([C:7]1[CH:12]=[CH:11][C:10]([CH3:13])=[CH:9][CH:8]=1)=[O:6].[H-].[H-].[H-].[H-].[Li+].[Al+3].[OH-].[Na+]. (5) Given the product [C:19]([O:23][C:24]([N:26]1[CH2:31][CH2:30][CH:29]([N:32]([C:14]([C:11]2[C:10]([CH3:17])=[C:9]([C:6]3[CH:7]=[CH:8][C:3]([C:1]#[N:2])=[C:4]([F:18])[CH:5]=3)[O:13][N:12]=2)=[O:16])[CH:33]2[CH2:34][CH2:35]2)[CH2:28][CH2:27]1)=[O:25])([CH3:22])([CH3:20])[CH3:21], predict the reactants needed to synthesize it. The reactants are: [C:1]([C:3]1[CH:8]=[CH:7][C:6]([C:9]2[O:13][N:12]=[C:11]([C:14]([OH:16])=O)[C:10]=2[CH3:17])=[CH:5][C:4]=1[F:18])#[N:2].[C:19]([O:23][C:24]([N:26]1[CH2:31][CH2:30][CH:29]([NH:32][CH:33]2[CH2:35][CH2:34]2)[CH2:28][CH2:27]1)=[O:25])([CH3:22])([CH3:21])[CH3:20]. (6) Given the product [Cl:1][C:2]1[CH:11]=[C:10]2[C:5]([C:6]([C:28]3[CH:33]=[CH:32][CH:31]=[CH:30][CH:29]=3)=[C:7]([CH2:13][C:14]([NH:16][C:17]3[CH:22]=[CH:21][C:20]([Cl:23])=[CH:19][C:18]=3[C:24]([F:25])([F:27])[F:26])=[O:15])[C:8](=[O:12])[O:9]2)=[CH:4][C:3]=1[O:34][CH2:36][CH2:35][O:37][CH2:38][CH2:39][CH3:41], predict the reactants needed to synthesize it. The reactants are: [Cl:1][C:2]1[CH:11]=[C:10]2[C:5]([C:6]([C:28]3[CH:33]=[CH:32][CH:31]=[CH:30][CH:29]=3)=[C:7]([CH2:13][C:14]([NH:16][C:17]3[CH:22]=[CH:21][C:20]([Cl:23])=[CH:19][C:18]=3[C:24]([F:27])([F:26])[F:25])=[O:15])[C:8](=[O:12])[O:9]2)=[CH:4][C:3]=1[OH:34].[CH2:35]([O:37][CH2:38][CH2:39]Cl)[CH3:36].[C:41](=O)([O-])[O-].[K+].[K+].[I-].[Na+]. (7) Given the product [N:22]1[CH:23]=[CH:24][CH:25]=[C:20]([O:1][N:2]2[C:7]([CH3:9])([CH3:8])[CH2:6][CH2:5][CH2:4][C:3]2([CH3:11])[CH3:10])[CH:21]=1, predict the reactants needed to synthesize it. The reactants are: [OH:1][N:2]1[C:7]([CH3:9])([CH3:8])[CH2:6][CH2:5][CH2:4][C:3]1([CH3:11])[CH3:10].N(OC(C)(C)C)=O.N[C:20]1[CH:21]=[N:22][CH:23]=[CH:24][CH:25]=1.